Dataset: TCR-epitope binding with 47,182 pairs between 192 epitopes and 23,139 TCRs. Task: Binary Classification. Given a T-cell receptor sequence (or CDR3 region) and an epitope sequence, predict whether binding occurs between them. (1) Result: 0 (the TCR does not bind to the epitope). The epitope is ITEEVGHTDLMAAY. The TCR CDR3 sequence is CASSLVGSPEQYF. (2) The epitope is GTSGSPIINR. The TCR CDR3 sequence is CASSPTGAGYEQYF. Result: 0 (the TCR does not bind to the epitope). (3) The epitope is TEKSNIIRGW. The TCR CDR3 sequence is CASSLTVGGNSPLHF. Result: 1 (the TCR binds to the epitope).